From a dataset of Catalyst prediction with 721,799 reactions and 888 catalyst types from USPTO. Predict which catalyst facilitates the given reaction. (1) Reactant: [N:1]1[CH:6]=[CH:5][C:4]([C:7](=O)[CH2:8][C:9](=O)[CH3:10])=[CH:3][CH:2]=1.[NH:13]([C:15]1[N:20]=[CH:19][C:18]([S:21]([NH2:24])(=[O:23])=[O:22])=[CH:17][CH:16]=1)[NH2:14].C([O-])(O)=O.[Na+]. Product: [CH3:10][C:9]1[CH:8]=[C:7]([C:4]2[CH:5]=[CH:6][N:1]=[CH:2][CH:3]=2)[N:13]([C:15]2[N:20]=[CH:19][C:18]([S:21]([NH2:24])(=[O:23])=[O:22])=[CH:17][CH:16]=2)[N:14]=1. The catalyst class is: 15. (2) Reactant: C[O:2][C:3]([C:5]1[N:9]=[C:8]([C:10]([S:25]([C:28]2[CH:33]=[CH:32][CH:31]=[CH:30][CH:29]=2)(=[O:27])=[O:26])([CH:12]2[CH2:24][C:15]3[NH:16][C:17]4[CH:18]=[CH:19][C:20]([Cl:23])=[CH:21][C:22]=4[C:14]=3[CH2:13]2)[F:11])[O:7][N:6]=1)=O.[OH-].[NH4+:35]. Product: [C:28]1([S:25]([C:10]([CH:12]2[CH2:24][C:15]3[NH:16][C:17]4[CH:18]=[CH:19][C:20]([Cl:23])=[CH:21][C:22]=4[C:14]=3[CH2:13]2)([F:11])[C:8]2[O:7][N:6]=[C:5]([C:3]([NH2:35])=[O:2])[N:9]=2)(=[O:27])=[O:26])[CH:33]=[CH:32][CH:31]=[CH:30][CH:29]=1. The catalyst class is: 14. (3) Reactant: COCCN(S(F)(F)[F:11])CCOC.O[CH2:15][C:16]1[CH:17]=[CH:18][C:19]([C:22]2[N:26]([C:27]3[N:28]=[N:29][C:30]([O:33][CH3:34])=[CH:31][CH:32]=3)[N:25]=[C:24]([C:35]([N:37]3[CH2:42][CH2:41][O:40][CH2:39][CH2:38]3)=[O:36])[CH:23]=2)=[N:20][CH:21]=1.C(=O)([O-])O.[Na+]. Product: [F:11][CH2:15][C:16]1[CH:17]=[CH:18][C:19]([C:22]2[N:26]([C:27]3[N:28]=[N:29][C:30]([O:33][CH3:34])=[CH:31][CH:32]=3)[N:25]=[C:24]([C:35]([N:37]3[CH2:42][CH2:41][O:40][CH2:39][CH2:38]3)=[O:36])[CH:23]=2)=[N:20][CH:21]=1. The catalyst class is: 4. (4) Reactant: C[N:2]1[CH2:7][C:6]([C:8]([O:10][CH3:11])=[O:9])=[CH:5][CH2:4][CH2:3]1.Br.C(=O)([O-])[O-].[K+].[K+].[Na+].[Cl-].ClC(OC(Cl)C)=O. Product: [NH:2]1[CH2:3][CH2:4][CH:5]=[C:6]([C:8]([O:10][CH3:11])=[O:9])[CH2:7]1. The catalyst class is: 226. (5) Reactant: [N+:1]([C:4]1[CH:5]=[C:6](B(O)O)[CH:7]=[CH:8][CH:9]=1)([O-:3])=[O:2].FC(F)(F)S(O[C:19]1[CH2:24][CH2:23][N:22]([C:25]([O:27][C:28]([CH3:31])([CH3:30])[CH3:29])=[O:26])[CH2:21][CH:20]=1)(=O)=O.C(Cl)Cl.C([O-])([O-])=O.[K+].[K+]. Product: [N+:1]([C:4]1[CH:5]=[C:6]([C:19]2[CH2:24][CH2:23][N:22]([C:25]([O:27][C:28]([CH3:31])([CH3:30])[CH3:29])=[O:26])[CH2:21][CH:20]=2)[CH:7]=[CH:8][CH:9]=1)([O-:3])=[O:2]. The catalyst class is: 140. (6) Reactant: [Li+].C[Si]([N-][Si](C)(C)C)(C)C.[C:11]([O:14][C:15]([CH3:18])([CH3:17])[CH3:16])(=[O:13])[CH3:12].[C:19]([C:23]1[CH:44]=[CH:43][C:26]([CH2:27][N:28]2[C:36]3[C:31](=[CH:32][C:33]([Cl:37])=[CH:34][CH:35]=3)[CH:30]=[C:29]2[C:38](OCC)=[O:39])=[CH:25][CH:24]=1)([CH3:22])([CH3:21])[CH3:20].[NH4+].[Cl-]. Product: [C:19]([C:23]1[CH:44]=[CH:43][C:26]([CH2:27][N:28]2[C:36]3[C:31](=[CH:32][C:33]([Cl:37])=[CH:34][CH:35]=3)[CH:30]=[C:29]2[C:38](=[O:39])[CH2:12][C:11]([O:14][C:15]([CH3:18])([CH3:17])[CH3:16])=[O:13])=[CH:25][CH:24]=1)([CH3:22])([CH3:20])[CH3:21]. The catalyst class is: 1. (7) Reactant: [NH2:1][CH2:2][CH2:3][O:4][CH2:5][O:6][CH2:7][CH2:8][CH2:9][NH2:10].[C:11]([O:15][C:16](O[C:16]([O:15][C:11]([CH3:14])([CH3:13])[CH3:12])=[O:17])=[O:17])([CH3:14])([CH3:13])[CH3:12]. Product: [NH2:1][CH2:2][CH2:3][O:4][CH2:5][O:6][CH2:7][CH2:8][CH2:9][NH:10][C:16]([O:15][C:11]([CH3:14])([CH3:13])[CH3:12])=[O:17]. The catalyst class is: 4. (8) Reactant: [CH3:1][C:2]([O:5][C:6](=[O:18])[N:7]([CH2:9][CH2:10][CH:11]([OH:17])[C:12]1[S:13][CH:14]=[CH:15][N:16]=1)[CH3:8])([CH3:4])[CH3:3].O[C:20]1[CH:27]=[C:26]([Cl:28])[CH:25]=[CH:24][C:21]=1[C:22]#[N:23].C1(P(C2C=CC=CC=2)C2C=CC=CC=2)C=CC=CC=1.N(C(OCC)=O)=NC(OCC)=O. Product: [CH3:4][C:2]([O:5][C:6](=[O:18])[N:7]([CH2:9][CH2:10][CH:11]([O:17][C:20]1[CH:27]=[C:26]([Cl:28])[CH:25]=[CH:24][C:21]=1[C:22]#[N:23])[C:12]1[S:13][CH:14]=[CH:15][N:16]=1)[CH3:8])([CH3:1])[CH3:3]. The catalyst class is: 7. (9) Reactant: C([Si](C)(C)[O:6][C:7]1[CH:12]=[CH:11][C:10]([C@@H:13]([NH:16][C:17]([C@H:19]2[CH2:21][C@@H:20]2[C:22]2[S:23][CH:24]=[CH:25][CH:26]=2)=[O:18])[CH2:14][OH:15])=[C:9]([O:27][CH3:28])[CH:8]=1)(C)(C)C.CCCC[N+](CCCC)(CCCC)CCCC.[F-]. Product: [OH:15][CH2:14][C@H:13]([NH:16][C:17]([C@H:19]1[CH2:21][C@@H:20]1[C:22]1[S:23][CH:24]=[CH:25][CH:26]=1)=[O:18])[C:10]1[CH:11]=[CH:12][C:7]([OH:6])=[CH:8][C:9]=1[O:27][CH3:28]. The catalyst class is: 1.